Dataset: Full USPTO retrosynthesis dataset with 1.9M reactions from patents (1976-2016). Task: Predict the reactants needed to synthesize the given product. (1) Given the product [NH2:40][CH2:39][C:34]1([S:31]([C:26]2[CH:25]=[CH:30][CH:29]=[CH:28][C:27]=2[C:6]2[CH:5]=[CH:4][C:3]([C:17]3[CH:22]=[N:21][C:20]([NH2:23])=[N:19][CH:18]=3)=[C:2]([F:1])[CH:7]=2)(=[O:33])=[O:32])[CH2:38][CH2:37][CH2:36][CH2:35]1, predict the reactants needed to synthesize it. The reactants are: [F:1][C:2]1[CH:7]=[C:6](B2OC(C)(C)C(C)(C)O2)[CH:5]=[CH:4][C:3]=1[C:17]1[CH:18]=[N:19][C:20]([NH2:23])=[N:21][CH:22]=1.Br[C:25]1[CH:30]=[CH:29][CH:28]=[CH:27][C:26]=1[S:31]([C:34]1([CH2:39][NH2:40])[CH2:38][CH2:37][CH2:36][CH2:35]1)(=[O:33])=[O:32]. (2) Given the product [CH:22]([C:20]1[CH:19]=[CH:18][C:17]([O:24][C:25]([F:26])([F:27])[F:28])=[C:16]([C:7]2[C:8]3[O:12][CH2:11][C:10]([CH3:14])([CH3:13])[C:9]=3[CH:15]=[C:5]([C:3]([OH:4])=[O:2])[CH:6]=2)[CH:21]=1)=[O:23], predict the reactants needed to synthesize it. The reactants are: C[O:2][C:3]([C:5]1[CH:6]=[C:7]([C:16]2[CH:21]=[C:20]([CH:22]=[O:23])[CH:19]=[CH:18][C:17]=2[O:24][C:25]([F:28])([F:27])[F:26])[C:8]2[O:12][CH2:11][C:10]([CH3:14])([CH3:13])[C:9]=2[CH:15]=1)=[O:4].[OH-].[K+]. (3) Given the product [CH3:29][O:30][C:31]1[CH:32]=[C:33]2[C:38](=[CH:39][C:40]=1[O:41][CH3:42])[N:37]=[CH:36][N:35]=[C:34]2[O:43][C:44]1[CH:45]=[C:46]([NH:47][C:13]([NH:12][C:10]2[N:9]([C:22]3[CH:23]=[CH:24][CH:25]=[CH:26][CH:27]=3)[N:8]=[C:7]([C:2]([F:1])([F:28])[C:3]([F:4])([F:6])[F:5])[CH:11]=2)=[O:21])[CH:48]=[CH:49][CH:50]=1, predict the reactants needed to synthesize it. The reactants are: [F:1][C:2]([F:28])([C:7]1[CH:11]=[C:10]([NH:12][C:13](=[O:21])OC2C=CC=CC=2)[N:9]([C:22]2[CH:27]=[CH:26][CH:25]=[CH:24][CH:23]=2)[N:8]=1)[C:3]([F:6])([F:5])[F:4].[CH3:29][O:30][C:31]1[CH:32]=[C:33]2[C:38](=[CH:39][C:40]=1[O:41][CH3:42])[N:37]=[CH:36][N:35]=[C:34]2[O:43][C:44]1[CH:45]=[C:46]([CH:48]=[CH:49][CH:50]=1)[NH2:47].C(N(C(C)C)CC)C. (4) The reactants are: [Cl:1][C:2]1[CH:11]=[C:10]([C:12]([OH:14])=O)[C:9]2[C:4](=[CH:5][CH:6]=[CH:7][CH:8]=2)[N:3]=1.C1COCC1.S(Cl)(Cl)=O.[CH3:24][N:25](C=O)[CH3:26]. Given the product [CH3:24][N:25]([CH3:26])[C:12]([C:10]1[C:9]2[C:4](=[CH:5][CH:6]=[CH:7][CH:8]=2)[N:3]=[C:2]([Cl:1])[CH:11]=1)=[O:14], predict the reactants needed to synthesize it. (5) Given the product [F:34][C:2]([F:1])([F:33])[C:3]1[CH:4]=[C:5]([C@H:13]([O:15][C@H:16]2[CH2:25][CH2:24][C:23]3[N+:22]([O-:43])=[CH:21][CH:20]=[CH:19][C:18]=3[C@@H:17]2[C:26]2[CH:27]=[CH:28][C:29]([F:32])=[CH:30][CH:31]=2)[CH3:14])[CH:6]=[C:7]([C:9]([F:12])([F:10])[F:11])[CH:8]=1, predict the reactants needed to synthesize it. The reactants are: [F:1][C:2]([F:34])([F:33])[C:3]1[CH:4]=[C:5]([C@H:13]([O:15][C@H:16]2[CH2:25][CH2:24][C:23]3[N:22]=[CH:21][CH:20]=[CH:19][C:18]=3[C@@H:17]2[C:26]2[CH:31]=[CH:30][C:29]([F:32])=[CH:28][CH:27]=2)[CH3:14])[CH:6]=[C:7]([C:9]([F:12])([F:11])[F:10])[CH:8]=1.C1C=C(Cl)C=C(C(OO)=[O:43])C=1.[OH-].[Na+].